From a dataset of Full USPTO retrosynthesis dataset with 1.9M reactions from patents (1976-2016). Predict the reactants needed to synthesize the given product. (1) The reactants are: Cl.[CH3:2][O:3][C:4]([CH:6]1[CH2:11][CH2:10][N:9]([CH2:12][C:13]([OH:15])=O)[CH2:8][CH2:7]1)=[O:5].[NH2:16][C@@H:17]([CH2:35][O:36][CH2:37][C:38]1[CH:43]=[CH:42][CH:41]=[CH:40][CH:39]=1)[C:18]([NH:20][C:21]1[CH:26]=[CH:25][C:24]([O:27][C:28]2[CH:33]=[CH:32][C:31]([F:34])=[CH:30][CH:29]=2)=[CH:23][CH:22]=1)=[O:19]. Given the product [CH2:37]([O:36][CH2:35][C@H:17]([NH:16][C:13](=[O:15])[CH2:12][N:9]1[CH2:8][CH2:7][CH:6]([C:4]([O:3][CH3:2])=[O:5])[CH2:11][CH2:10]1)[C:18]([NH:20][C:21]1[CH:26]=[CH:25][C:24]([O:27][C:28]2[CH:33]=[CH:32][C:31]([F:34])=[CH:30][CH:29]=2)=[CH:23][CH:22]=1)=[O:19])[C:38]1[CH:43]=[CH:42][CH:41]=[CH:40][CH:39]=1, predict the reactants needed to synthesize it. (2) Given the product [CH3:1][C:2]1([CH3:22])[C:11]2[C:6](=[CH:7][CH:8]=[C:9]([C:12]3[CH:13]=[C:14]([CH:17]=[C:18]([F:20])[CH:19]=3)[C:15]#[N:16])[CH:10]=2)[NH:5][C:4](=[S:24])[CH2:3]1, predict the reactants needed to synthesize it. The reactants are: [CH3:1][C:2]1([CH3:22])[C:11]2[C:6](=[CH:7][CH:8]=[C:9]([C:12]3[CH:13]=[C:14]([CH:17]=[C:18]([F:20])[CH:19]=3)[C:15]#[N:16])[CH:10]=2)[NH:5][C:4](=O)[CH2:3]1.P12(SP3(SP(SP(S3)(S1)=S)(=S)S2)=S)=[S:24].